From a dataset of Full USPTO retrosynthesis dataset with 1.9M reactions from patents (1976-2016). Predict the reactants needed to synthesize the given product. (1) Given the product [Cl:15][C:6]1[C:7]([CH3:8])=[C:24]([Cl:25])[C:3]([O:2][CH3:1])=[CH:4][C:5]=1[O:10][CH3:11], predict the reactants needed to synthesize it. The reactants are: [CH3:1][O:2][C:3]1[CH:8]=[C:7](C)[CH:6]=[C:5]([O:10][CH3:11])[CH:4]=1.S(Cl)([Cl:15])(=O)=O.C(=O)([O-])[O-].[Na+].[Na+].Cl[CH2:24][Cl:25]. (2) The reactants are: [CH3:1][O:2][C:3]1[CH:4]=[C:5]([CH:8]=[CH:9][CH:10]=1)[CH2:6][NH2:7].[S:11]1[CH:15]=[CH:14][CH:13]=[C:12]1[CH:16]=O.S([O-])([O-])(=O)=O.[Mg+2].[BH4-].[Na+].[ClH:26]. Given the product [ClH:26].[CH3:1][O:2][C:3]1[CH:4]=[C:5]([CH2:6][NH:7][CH2:16][C:12]2[S:11][CH:15]=[CH:14][CH:13]=2)[CH:8]=[CH:9][CH:10]=1, predict the reactants needed to synthesize it. (3) Given the product [OH:20][CH2:19][C:17]1[N:18]=[C:13]([O:12][C:11]2[CH:10]=[CH:9][C:8]([CH2:7][C@H:5]3[CH2:4][O:3][C:2](=[O:1])[NH:6]3)=[CH:22][CH:21]=2)[CH:14]=[CH:15][CH:16]=1, predict the reactants needed to synthesize it. The reactants are: [O:1]=[C:2]1[NH:6][C@@H:5]([CH2:7][C:8]2[CH:22]=[CH:21][C:11]([O:12][C:13]3[N:18]=[C:17]([CH:19]=[O:20])[CH:16]=[CH:15][CH:14]=3)=[CH:10][CH:9]=2)[CH2:4][O:3]1.[BH4-].[Na+]. (4) Given the product [F:1][C:2]1[CH:7]=[CH:6][C:5]([CH3:8])=[CH:4][C:3]=1[NH:9][C:10]([NH:12][C:13]1[CH:14]=[CH:15][C:16]([O:17][C:18]2[CH:23]=[CH:22][N:21]=[C:20]3[CH:24]=[C:25]([C:27]([NH:29][CH2:30][CH2:31][CH2:32][C:33]([OH:35])=[O:34])=[O:28])[S:26][C:19]=23)=[CH:38][CH:39]=1)=[O:11], predict the reactants needed to synthesize it. The reactants are: [F:1][C:2]1[CH:7]=[CH:6][C:5]([CH3:8])=[CH:4][C:3]=1[NH:9][C:10]([NH:12][C:13]1[CH:39]=[CH:38][C:16]([O:17][C:18]2[CH:23]=[CH:22][N:21]=[C:20]3[CH:24]=[C:25]([C:27]([NH:29][CH2:30][CH2:31][CH2:32][C:33]([O:35]CC)=[O:34])=[O:28])[S:26][C:19]=23)=[CH:15][CH:14]=1)=[O:11].[OH-].[Na+].O.Cl. (5) Given the product [Br:1][C:2]1[C:3]([N:32]2[CH2:33][CH2:34][CH:30]([NH:22][CH3:21])[CH2:31]2)=[C:4]2[C:10]([NH:11][C:12](=[O:19])[C:13]3[CH:18]=[CH:17][CH:16]=[N:15][CH:14]=3)=[CH:9][NH:8][C:5]2=[N:6][CH:7]=1, predict the reactants needed to synthesize it. The reactants are: [Br:1][C:2]1[C:3](F)=[C:4]2[C:10]([NH:11][C:12](=[O:19])[C:13]3[CH:18]=[CH:17][CH:16]=[N:15][CH:14]=3)=[CH:9][NH:8][C:5]2=[N:6][CH:7]=1.[CH3:21][N:22]([CH:30]1[CH2:34][CH2:33][NH:32][CH2:31]1)C(=O)OC(C)(C)C.CCN(C(C)C)C(C)C.C(O)(C(F)(F)F)=O. (6) The reactants are: [CH:1]1([N:7]2[C:11]3[CH:12]=[CH:13][C:14]([C:16]([OH:18])=[O:17])=[CH:15][C:10]=3[N:9]=[C:8]2[C:19]2[CH:24]=[CH:23][C:22]([NH2:25])=[C:21]([NH2:26])[CH:20]=2)[CH2:6][CH2:5][CH2:4][CH2:3][CH2:2]1.[C:27]1([C:33]([C:35]([C:37]2[CH:42]=[CH:41][CH:40]=[CH:39][CH:38]=2)=O)=O)[CH:32]=[CH:31][CH:30]=[CH:29][CH:28]=1. Given the product [CH:1]1([N:7]2[C:11]3[CH:12]=[CH:13][C:14]([C:16]([OH:18])=[O:17])=[CH:15][C:10]=3[N:9]=[C:8]2[C:19]2[CH:20]=[C:21]3[C:22](=[CH:23][CH:24]=2)[N:25]=[C:35]([C:37]2[CH:42]=[CH:41][CH:40]=[CH:39][CH:38]=2)[C:33]([C:27]2[CH:32]=[CH:31][CH:30]=[CH:29][CH:28]=2)=[N:26]3)[CH2:6][CH2:5][CH2:4][CH2:3][CH2:2]1, predict the reactants needed to synthesize it.